From a dataset of TCR-epitope binding with 47,182 pairs between 192 epitopes and 23,139 TCRs. Binary Classification. Given a T-cell receptor sequence (or CDR3 region) and an epitope sequence, predict whether binding occurs between them. (1) The epitope is QARQMVQAMRTIGTHP. The TCR CDR3 sequence is CSARGWGGRNYGYTF. Result: 1 (the TCR binds to the epitope). (2) The epitope is IVDTVSALV. The TCR CDR3 sequence is CAEGQGETQYF. Result: 0 (the TCR does not bind to the epitope). (3) The epitope is GTHWFVTQR. The TCR CDR3 sequence is CASSPIDSFTYNEQFF. Result: 0 (the TCR does not bind to the epitope). (4) The epitope is KRWIILGLNK. The TCR CDR3 sequence is CASSGGLPEGYTF. Result: 1 (the TCR binds to the epitope). (5) The epitope is KLPDDFTGCV. The TCR CDR3 sequence is CASSLAGTSGVYNEQFF. Result: 1 (the TCR binds to the epitope). (6) The epitope is RAKFKQLL. Result: 1 (the TCR binds to the epitope). The TCR CDR3 sequence is CASTSVQRQGGDASYEQYF. (7) The epitope is TPQDLNTML. Result: 1 (the TCR binds to the epitope). The TCR CDR3 sequence is CASSGQETQYF.